From a dataset of Full USPTO retrosynthesis dataset with 1.9M reactions from patents (1976-2016). Predict the reactants needed to synthesize the given product. (1) Given the product [S:24]1[CH2:27][S:25][C:23]1=[C:7]([C:1]1[CH:2]=[CH:3][CH:4]=[CH:5][CH:6]=1)[C:8]([C:10]1[CH:15]=[CH:14][C:13]([CH3:16])=[CH:12][CH:11]=1)=[O:9], predict the reactants needed to synthesize it. The reactants are: [C:1]1([CH2:7][C:8]([C:10]2[CH:15]=[CH:14][C:13]([CH3:16])=[CH:12][CH:11]=2)=[O:9])[CH:6]=[CH:5][CH:4]=[CH:3][CH:2]=1.CC([O-])(C)C.[K+].[C:23](=[S:25])=[S:24].Br[CH2:27]Br. (2) Given the product [CH3:1][O:2][C:3](=[O:29])[C:4]1[CH:9]=[CH:8][CH:7]=[C:6]([CH2:10][N:11]2[C:22]3[C:27](=[CH:26][CH:25]=[CH:24][CH:23]=3)/[C:13](=[C:14](/[C:15]3[CH:20]=[CH:19][CH:18]=[CH:17][CH:16]=3)\[CH2:34][CH2:33][CH:32]([CH3:36])[CH3:31])/[C:12]2=[O:21])[CH:5]=1, predict the reactants needed to synthesize it. The reactants are: [CH3:1][O:2][C:3](=[O:29])[C:4]1[CH:9]=[CH:8][CH:7]=[C:6]([CH2:10][N:11]([C:22]2[CH:27]=[CH:26][CH:25]=[CH:24][C:23]=2I)[C:12](=[O:21])[C:13]#[C:14][C:15]2[CH:20]=[CH:19][CH:18]=[CH:17][CH:16]=2)[CH:5]=1.[Br-].[CH3:31][CH:32]([CH3:36])[CH2:33][CH2:34][Zn+]. (3) Given the product [Na+:54].[F:52][C:2]([F:1])([F:51])[C:3]1[CH:4]=[C:5]([CH:44]=[C:45]([C:47]([F:48])([F:50])[F:49])[CH:46]=1)[CH2:6][N:7]([CH2:20][C:21]1[CH:26]=[C:25]([C:27]([F:28])([F:29])[F:30])[CH:24]=[CH:23][C:22]=1[C:31]1[CH:36]=[CH:35][CH:34]=[CH:33][C:32]=1[O:37][CH2:38][CH2:39][CH2:40][C:41]([O-:43])=[O:42])[C:8]1[N:13]=[CH:12][C:11]([N:14]2[CH2:15][CH2:16][O:17][CH2:18][CH2:19]2)=[CH:10][N:9]=1, predict the reactants needed to synthesize it. The reactants are: [F:1][C:2]([F:52])([F:51])[C:3]1[CH:4]=[C:5]([CH:44]=[C:45]([C:47]([F:50])([F:49])[F:48])[CH:46]=1)[CH2:6][N:7]([CH2:20][C:21]1[CH:26]=[C:25]([C:27]([F:30])([F:29])[F:28])[CH:24]=[CH:23][C:22]=1[C:31]1[CH:36]=[CH:35][CH:34]=[CH:33][C:32]=1[O:37][CH2:38][CH2:39][CH2:40][C:41]([OH:43])=[O:42])[C:8]1[N:13]=[CH:12][C:11]([N:14]2[CH2:19][CH2:18][O:17][CH2:16][CH2:15]2)=[CH:10][N:9]=1.[OH-].[Na+:54]. (4) Given the product [CH2:2]([C:6]1[N:7]([C:27]2[CH:32]=[CH:31][CH:30]=[CH:29][CH:28]=2)[C:8]2[C:13](/[C:14](=[CH:16]\[CH:17]3[N:21]([CH3:22])[C:20]4[CH:23]=[CH:24][CH:25]=[CH:26][C:19]=4[S:18]3)/[CH:15]=1)=[CH:12][CH:11]=[CH:10][CH:9]=2)[CH2:3][CH2:4][CH3:5], predict the reactants needed to synthesize it. The reactants are: [I-].[CH2:2]([C:6]1[N:7]([C:27]2[CH:32]=[CH:31][CH:30]=[CH:29][CH:28]=2)[C:8]2[C:13](/[C:14](=[CH:16]\[C:17]3[S:18][C:19]4[CH:26]=[CH:25][CH:24]=[CH:23][C:20]=4[N+:21]=3[CH3:22])/[CH:15]=1)=[CH:12][CH:11]=[CH:10][CH:9]=2)[CH2:3][CH2:4][CH3:5].[BH4-].[Na+].